From a dataset of Forward reaction prediction with 1.9M reactions from USPTO patents (1976-2016). Predict the product of the given reaction. (1) Given the reactants [Li+].C[Si]([N-][Si](C)(C)C)(C)C.[CH3:11][O:12][C:13]([C:15]1([CH2:29][O:30][CH2:31][C:32]2[CH:37]=[CH:36][C:35]([O:38][CH3:39])=[CH:34][CH:33]=2)[CH2:19][C:18](=[O:20])[N:17]([C:21]2[C:26]([CH3:27])=[CH:25][CH:24]=[CH:23][C:22]=2[CH3:28])[CH2:16]1)=[O:14].I[CH3:41].[NH4+].[Cl-], predict the reaction product. The product is: [CH3:11][O:12][C:13]([C:15]1([CH2:29][O:30][CH2:31][C:32]2[CH:37]=[CH:36][C:35]([O:38][CH3:39])=[CH:34][CH:33]=2)[CH:19]([CH3:41])[C:18](=[O:20])[N:17]([C:21]2[C:26]([CH3:27])=[CH:25][CH:24]=[CH:23][C:22]=2[CH3:28])[CH2:16]1)=[O:14]. (2) Given the reactants [CH3:1][O:2][C:3]1[CH:8]=[CH:7][C:6]([OH:9])=[CH:5][CH:4]=1.[H-].[Na+].Br[CH2:13][C:14]([O:16][CH2:17][CH3:18])=[O:15].O, predict the reaction product. The product is: [CH3:1][O:2][C:3]1[CH:8]=[CH:7][C:6]([O:9][CH2:13][C:14]([O:16][CH2:17][CH3:18])=[O:15])=[CH:5][CH:4]=1.